Dataset: Catalyst prediction with 721,799 reactions and 888 catalyst types from USPTO. Task: Predict which catalyst facilitates the given reaction. (1) Reactant: [CH:1]1[C:9]2[C:8]3[CH:10]=[CH:11][CH:12]=[CH:13][C:7]=3[S:6][C:5]=2[CH:4]=[CH:3][CH:2]=1.[C:14](Cl)(=[O:21])[C:15]1[CH:20]=[CH:19][CH:18]=[CH:17][CH:16]=1.[Al+3].[Cl-].[Cl-].[Cl-].CCCCCC. Product: [CH:1]1[C:9]2[C:8]3[CH:10]=[CH:11][CH:12]=[CH:13][C:7]=3[S:6][C:5]=2[CH:4]=[CH:3][C:2]=1[C:14]([C:15]1[CH:20]=[CH:19][CH:18]=[CH:17][CH:16]=1)=[O:21]. The catalyst class is: 366. (2) Reactant: CC([O-])(C)C.[K+].O1CCOCC1.[NH2:13][C:14]1[S:15][C:16]([CH2:21][C:22]2[CH:27]=[N:26][CH:25]=[CH:24][N:23]=2)=[CH:17][C:18]=1[C:19]#[N:20].[C:28]([C:30]1[CH:35]=[CH:34][CH:33]=[C:32]([C:36]#[N:37])[CH:31]=1)#[N:29]. Product: [NH2:20][C:19]1[C:18]2[CH:17]=[C:16]([CH2:21][C:22]3[CH:27]=[N:26][CH:25]=[CH:24][N:23]=3)[S:15][C:14]=2[N:13]=[C:28]([C:30]2[CH:31]=[C:32]([CH:33]=[CH:34][CH:35]=2)[C:36]#[N:37])[N:29]=1. The catalyst class is: 98. (3) Reactant: [C:1]([C:3](=[CH:9]OCC)[C:4]([O:6][CH2:7][CH3:8])=O)#[N:2].[OH2:13].[NH2:14][NH2:15]. Product: [NH2:2][C:1]1[NH:15][N:14]=[CH:9][C:3]=1[C:4]([O:6][CH2:7][CH3:8])=[O:13]. The catalyst class is: 8.